Dataset: Full USPTO retrosynthesis dataset with 1.9M reactions from patents (1976-2016). Task: Predict the reactants needed to synthesize the given product. (1) The reactants are: [OH:1][CH:2]([CH2:24][O:25][C:26]([C:39]1[CH:44]=[CH:43][CH:42]=[CH:41][CH:40]=1)([C:33]1[CH:38]=[CH:37][CH:36]=[CH:35][CH:34]=1)[C:27]1[CH:32]=[CH:31][CH:30]=[CH:29][CH:28]=1)[CH2:3][O:4][C:5](=[O:23])[CH2:6][CH2:7][CH2:8][CH2:9][CH2:10][CH2:11][CH2:12]/[CH:13]=[CH:14]\[CH2:15][CH2:16][CH2:17][CH2:18][CH2:19][CH2:20][CH2:21][CH3:22].N1C=CN=C1.[Si:50](Cl)([C:63]([CH3:66])([CH3:65])[CH3:64])([C:57]1[CH:62]=[CH:61][CH:60]=[CH:59][CH:58]=1)[C:51]1[CH:56]=[CH:55][CH:54]=[CH:53][CH:52]=1. Given the product [Si:50]([O:1][CH:2]([CH2:24][O:25][C:26]([C:39]1[CH:40]=[CH:41][CH:42]=[CH:43][CH:44]=1)([C:33]1[CH:34]=[CH:35][CH:36]=[CH:37][CH:38]=1)[C:27]1[CH:32]=[CH:31][CH:30]=[CH:29][CH:28]=1)[CH2:3][O:4][C:5](=[O:23])[CH2:6][CH2:7][CH2:8][CH2:9][CH2:10][CH2:11][CH2:12]/[CH:13]=[CH:14]\[CH2:15][CH2:16][CH2:17][CH2:18][CH2:19][CH2:20][CH2:21][CH3:22])([C:63]([CH3:66])([CH3:65])[CH3:64])([C:57]1[CH:58]=[CH:59][CH:60]=[CH:61][CH:62]=1)[C:51]1[CH:56]=[CH:55][CH:54]=[CH:53][CH:52]=1, predict the reactants needed to synthesize it. (2) Given the product [Br:22][C:16]1[CH:17]=[C:18]([CH3:21])[CH:19]=[CH:20][C:15]=1[O:14][CH2:13][CH2:12][NH:24][CH2:25][CH2:26][NH:27][S:28]([C:31]1[C:32]2[CH:33]=[CH:34][N:35]=[CH:36][C:37]=2[CH:38]=[CH:39][CH:40]=1)(=[O:30])=[O:29], predict the reactants needed to synthesize it. The reactants are: CC(C[AlH]CC(C)C)C.CO[C:12](=O)[CH2:13][O:14][C:15]1[CH:20]=[CH:19][C:18]([CH3:21])=[CH:17][C:16]=1[Br:22].[NH2:24][CH2:25][CH2:26][NH:27][S:28]([C:31]1[C:32]2[CH:33]=[CH:34][N:35]=[CH:36][C:37]=2[CH:38]=[CH:39][CH:40]=1)(=[O:30])=[O:29]. (3) The reactants are: [F:1][C:2]1[CH:3]=[CH:4][C:5]([C:8]2[N:12]=[N:11][N:10]([CH3:13])[C:9]=2[CH2:14][O:15][C:16]2[CH:17]=[CH:18][C:19]([C:22]([OH:24])=O)=[N:20][CH:21]=2)=[N:6][CH:7]=1.CN(C(O[N:33]1N=N[C:35]2C=CC=[CH:39][C:34]1=2)=[N+](C)C)C.[B-](F)(F)(F)F.CCN(C(C)C)C(C)C.C(N)(C)C. Given the product [CH:34]([NH:33][C:22]([C:19]1[CH:18]=[CH:17][C:16]([O:15][CH2:14][C:9]2[N:10]([CH3:13])[N:11]=[N:12][C:8]=2[C:5]2[CH:4]=[CH:3][C:2]([F:1])=[CH:7][N:6]=2)=[CH:21][N:20]=1)=[O:24])([CH3:39])[CH3:35], predict the reactants needed to synthesize it. (4) Given the product [CH2:14]([S:11]([C:9]1[CH:8]=[CH:7][C:6]([F:16])=[C:5]([CH:10]=1)[C:4]([OH:17])=[O:3])(=[O:12])=[O:13])[CH3:15], predict the reactants needed to synthesize it. The reactants are: C([O:3][C:4](=[O:17])[C:5]1[CH:10]=[C:9]([S:11]([CH2:14][CH3:15])(=[O:13])=[O:12])[CH:8]=[CH:7][C:6]=1[F:16])C.O.O.[OH-].[Li+].Cl. (5) The reactants are: OCCCCCCCCN[C:11]([C:13]1[CH:14]=[C:15]([S:19]([C:22]2[CH:23]=[C:24]3[C:29](=[C:30]([CH3:32])[CH:31]=2)[N:28]=[CH:27][C:26]([C:33]([NH2:35])=[O:34])=[C:25]3[NH:36][C:37]2[CH:42]=[CH:41][CH:40]=[C:39]([O:43][CH3:44])[CH:38]=2)(=[O:21])=[O:20])[CH:16]=[CH:17][CH:18]=1)=[O:12].[NH2:45][C:46]1[CH:51]=[CH:50][C:49]([C:52]#[C:53][CH2:54][CH2:55][CH2:56][OH:57])=[C:48]([CH3:58])[CH:47]=1. Given the product [OH:57][CH2:56][CH2:55][CH2:54][C:53]#[C:52][C:49]1[CH:50]=[CH:51][C:46]([NH:45][C:11]([C:13]2[CH:14]=[C:15]([S:19]([C:22]3[CH:23]=[C:24]4[C:29](=[C:30]([CH3:32])[CH:31]=3)[N:28]=[CH:27][C:26]([C:33]([NH2:35])=[O:34])=[C:25]4[NH:36][C:37]3[CH:42]=[CH:41][CH:40]=[C:39]([O:43][CH3:44])[CH:38]=3)(=[O:20])=[O:21])[CH:16]=[CH:17][CH:18]=2)=[O:12])=[CH:47][C:48]=1[CH3:58], predict the reactants needed to synthesize it.